Predict the reactants needed to synthesize the given product. From a dataset of Full USPTO retrosynthesis dataset with 1.9M reactions from patents (1976-2016). Given the product [F:12][C:10]1[CH:11]=[C:6]2[C:7](=[CH:8][C:9]=1[F:13])[NH:14][CH:4]=[CH:5]2, predict the reactants needed to synthesize it. The reactants are: C(N(CC)[CH:4]=[CH:5][C:6]1[CH:11]=[C:10]([F:12])[C:9]([F:13])=[CH:8][C:7]=1[N+:14]([O-])=O)C.